This data is from Forward reaction prediction with 1.9M reactions from USPTO patents (1976-2016). The task is: Predict the product of the given reaction. Given the reactants [C:1]([O:5][CH2:6][CH2:7][CH2:8][CH2:9][CH2:10][CH2:11][CH2:12][CH2:13][CH2:14][CH2:15][CH2:16][CH2:17][CH2:18][CH2:19][CH2:20][CH2:21][CH2:22][CH3:23])(=[O:4])[CH:2]=[CH2:3].[C:24]([O:28][CH2:29][CH2:30][CH2:31][CH2:32][CH2:33][CH2:34][CH2:35][CH2:36][CH2:37][CH2:38][CH2:39][CH2:40][CH2:41][CH2:42][CH2:43][CH:44]([CH3:46])[CH3:45])(=[O:27])[CH:25]=[CH2:26], predict the reaction product. The product is: [C:1]([O:5][CH2:6][CH2:7][CH2:8][CH2:9][CH2:10][CH2:11][CH2:12][CH2:13][CH2:14][CH2:15][CH2:16][CH2:17][CH2:18][CH2:19][CH2:20][CH2:21][CH2:22][CH3:23])(=[O:4])[CH:2]=[CH2:3].[C:24]([O:28][CH2:29][CH2:30][CH2:31][CH2:32][CH2:33][CH2:34][CH2:35][CH2:36][CH2:37][CH2:38][CH2:39][CH2:40][CH2:41][CH2:42][CH2:43][CH:44]([CH3:46])[CH3:45])(=[O:27])[CH:25]=[CH2:26].